From a dataset of Catalyst prediction with 721,799 reactions and 888 catalyst types from USPTO. Predict which catalyst facilitates the given reaction. (1) Reactant: CI.C(=O)([O-])[O-].[K+].[K+].O1CCOC[CH2:10]1.[F:15][C:16]1[C:24]2[C:19](=[CH:20][CH:21]=[C:22]([N+:25]([O-:27])=[O:26])[CH:23]=2)[NH:18][N:17]=1. Product: [F:15][C:16]1[C:24]2[C:19](=[CH:20][CH:21]=[C:22]([N+:25]([O-:27])=[O:26])[CH:23]=2)[N:18]([CH3:10])[N:17]=1. The catalyst class is: 13. (2) Reactant: [NH2:1][C:2]1[N:7]=[CH:6][C:5]([C:8]2[N:15]3[C:11]([S:12][C:13]([C:16]4[CH:21]=[CH:20][C:19]([OH:22])=[C:18]([O:23][CH3:24])[CH:17]=4)=[N:14]3)=[N:10][C:9]=2[CH3:25])=[CH:4][C:3]=1[C:26]([F:29])([F:28])[F:27].Cl.Cl[CH2:32][CH2:33][N:34]1[CH2:39][CH2:38][O:37][CH2:36][CH2:35]1.C(N(C(C)C)C(C)C)C.C([O-])([O-])=O.[K+].[K+]. Product: [O:37]1[CH2:38][CH2:39][N:34]([CH2:33][CH2:32][O:22][C:19]2[CH:20]=[CH:21][C:16]([C:13]3[S:12][C:11]4=[N:10][C:9]([CH3:25])=[C:8]([C:5]5[CH:4]=[C:3]([C:26]([F:28])([F:27])[F:29])[C:2]([NH2:1])=[N:7][CH:6]=5)[N:15]4[N:14]=3)=[CH:17][C:18]=2[O:23][CH3:24])[CH2:35][CH2:36]1. The catalyst class is: 3. (3) Reactant: [Br:1][CH:2]([CH3:15])[C:3]([C:5]1[S:9][C:8]2[C:10]([Cl:14])=[CH:11][CH:12]=[CH:13][C:7]=2[CH:6]=1)=O.[NH:16]1[CH2:20][CH2:19][NH:18][C:17]1=[S:21].C(O)C. Product: [BrH:1].[Cl:14][C:10]1[C:8]2[S:9][C:5]([C:3]3[N:18]4[CH2:19][CH2:20][N:16]=[C:17]4[S:21][C:2]=3[CH3:15])=[CH:6][C:7]=2[CH:13]=[CH:12][CH:11]=1. The catalyst class is: 15. (4) Reactant: S(Cl)([Cl:3])=O.O[CH2:6][C:7]1[S:15][C:14]2[C:9](=[N:10][CH:11]=[CH:12][C:13]=2[C:16]2[CH:17]=[C:18]([CH:24]=[CH:25][CH:26]=2)[C:19]([O:21][CH2:22][CH3:23])=[O:20])[CH:8]=1. Product: [Cl:3][CH2:6][C:7]1[S:15][C:14]2[C:9](=[N:10][CH:11]=[CH:12][C:13]=2[C:16]2[CH:17]=[C:18]([CH:24]=[CH:25][CH:26]=2)[C:19]([O:21][CH2:22][CH3:23])=[O:20])[CH:8]=1. The catalyst class is: 4. (5) Reactant: C(N(CC)CC)C.[F:8][C:9]1[CH:10]=[C:11]2[C:15](=[CH:16][CH:17]=1)[N:14](C(OC(C)(C)C)=O)[CH:13]=[C:12]2[CH:25]=[O:26].[CH:27](=[N:34][C:35]1[CH:36]=[C:37]([CH2:43][OH:44])[CH:38]=[C:39]([O:41][CH3:42])[CH:40]=1)[C:28]1[CH:33]=[CH:32][CH:31]=[CH:30][CH:29]=1. Product: [F:8][C:9]1[CH:10]=[C:11]2[C:15](=[CH:16][CH:17]=1)[NH:14][CH:13]=[C:12]2[C:25](=[O:26])[CH:27]([NH:34][C:35]1[CH:40]=[C:39]([O:41][CH3:42])[CH:38]=[C:37]([CH2:43][OH:44])[CH:36]=1)[C:28]1[CH:29]=[CH:30][CH:31]=[CH:32][CH:33]=1. The catalyst class is: 433. (6) The catalyst class is: 1. Product: [CH3:19][O:20][C:21]([C:23]1([N:31]([C:10](=[O:11])[CH2:9][C:5]2[C:6]([CH3:8])=[CH:7][C:2]([Cl:1])=[CH:3][C:4]=2[CH3:13])[OH:32])[CH2:28][CH2:27][N:26]([O:29][CH3:30])[CH2:25][CH2:24]1)=[O:22]. Reactant: [Cl:1][C:2]1[CH:7]=[C:6]([CH3:8])[C:5]([CH2:9][C:10](Cl)=[O:11])=[C:4]([CH3:13])[CH:3]=1.C(=O)([O-])O.[Na+].[CH3:19][O:20][C:21]([C:23]1([NH:31][OH:32])[CH2:28][CH2:27][N:26]([O:29][CH3:30])[CH2:25][CH2:24]1)=[O:22]. (7) Reactant: [C:1]([C:5](Cl)=[O:6])([CH3:4])([CH3:3])[CH3:2].[NH2:8][C:9]1[CH:10]=[C:11]([NH:26][S:27]([C:30]2[CH:35]=[CH:34][C:33]([NH:36][C:37](=[O:39])[CH3:38])=[CH:32][CH:31]=2)(=[O:29])=[O:28])[CH:12]=[CH:13][C:14]=1[NH:15][CH2:16][CH2:17][O:18][Si:19]([C:22]([CH3:25])([CH3:24])[CH3:23])([CH3:21])[CH3:20].CCN(CC)CC. Product: [C:37]([NH:36][C:33]1[CH:32]=[CH:31][C:30]([S:27]([NH:26][C:11]2[CH:12]=[CH:13][C:14]([NH:15][CH2:16][CH2:17][O:18][Si:19]([C:22]([CH3:25])([CH3:24])[CH3:23])([CH3:21])[CH3:20])=[C:9]([NH:8][C:5](=[O:6])[C:1]([CH3:4])([CH3:3])[CH3:2])[CH:10]=2)(=[O:28])=[O:29])=[CH:35][CH:34]=1)(=[O:39])[CH3:38]. The catalyst class is: 2.